Dataset: Full USPTO retrosynthesis dataset with 1.9M reactions from patents (1976-2016). Task: Predict the reactants needed to synthesize the given product. The reactants are: [ClH:1].[CH3:2][O:3][C:4](=[O:26])[CH2:5][N:6]1[C:12]2[CH:13]=[CH:14][CH:15]=[CH:16][C:11]=2[NH:10][CH2:9][C@H:8]([NH:17]C(OC(C)(C)C)=O)[C:7]1=[O:25]. Given the product [ClH:1].[CH3:2][O:3][C:4](=[O:26])[CH2:5][N:6]1[C:12]2[CH:13]=[CH:14][CH:15]=[CH:16][C:11]=2[NH:10][CH2:9][C@H:8]([NH2:17])[C:7]1=[O:25], predict the reactants needed to synthesize it.